This data is from Forward reaction prediction with 1.9M reactions from USPTO patents (1976-2016). The task is: Predict the product of the given reaction. (1) Given the reactants FC(F)(F)C(O)=O.[S:8]1[C:12]2[CH:13]=[CH:14][CH:15]=[CH:16][C:11]=2[N:10]=[C:9]1[S:17]([N:20]1[CH2:25][CH2:24][NH:23][CH2:22][C:21]1=[O:26])(=[O:19])=[O:18].[CH:27]([O:40][C:41]([NH:43][C:44]1[CH:49]=[CH:48][N:47]([CH2:50][C:51](O)=[O:52])[C:46](=[O:54])[N:45]=1)=[O:42])([C:34]1[CH:39]=[CH:38][CH:37]=[CH:36][CH:35]=1)[C:28]1[CH:33]=[CH:32][CH:31]=[CH:30][CH:29]=1, predict the reaction product. The product is: [S:8]1[C:12]2[CH:13]=[CH:14][CH:15]=[CH:16][C:11]=2[N:10]=[C:9]1[S:17]([N:20]1[CH2:25][CH2:24][N:23]([C:51](=[O:52])[CH2:50][N:47]2[CH:48]=[CH:49][C:44]([NH:43][C:41]([O:40][CH:27]([C:28]3[CH:29]=[CH:30][CH:31]=[CH:32][CH:33]=3)[C:34]3[CH:39]=[CH:38][CH:37]=[CH:36][CH:35]=3)=[O:42])=[N:45][C:46]2=[O:54])[CH2:22][C:21]1=[O:26])(=[O:19])=[O:18]. (2) Given the reactants [CH3:1][NH:2][NH2:3].O=[C:5]([CH2:12][CH3:13])[CH2:6][C:7](OCC)=[O:8], predict the reaction product. The product is: [CH2:12]([C:5]1[CH:6]=[C:7]([OH:8])[N:2]([CH3:1])[N:3]=1)[CH3:13].